Dataset: hERG potassium channel inhibition data for cardiac toxicity prediction from Karim et al.. Task: Regression/Classification. Given a drug SMILES string, predict its toxicity properties. Task type varies by dataset: regression for continuous values (e.g., LD50, hERG inhibition percentage) or binary classification for toxic/non-toxic outcomes (e.g., AMES mutagenicity, cardiotoxicity, hepatotoxicity). Dataset: herg_karim. The result is 1 (blocker). The drug is CCCS(=O)(=O)Nc1ccc2nc(Cc3ccc(Oc4ccccc4)cc3)[nH]c2c1.